Predict the product of the given reaction. From a dataset of Forward reaction prediction with 1.9M reactions from USPTO patents (1976-2016). (1) The product is: [CH3:1][CH:2]([CH3:45])[C@@H:3]([NH:12][C:13]1[CH:14]=[N:15][CH:16]=[C:17]([C:19]2[C:27]3[C:22](=[N:23][CH:24]=[C:25]([CH2:28][O:29][CH2:30][CH2:31][N:32]4[CH2:36][CH2:35][CH2:34][CH2:33]4)[CH:26]=3)[NH:21][CH:20]=2)[CH:18]=1)[C:4]([NH:6][CH2:7][C:8]([F:11])([F:10])[F:9])=[O:5]. Given the reactants [CH3:1][CH:2]([CH3:45])[C@@H:3]([NH:12][C:13]1[CH:14]=[N:15][CH:16]=[C:17]([C:19]2[C:27]3[C:22](=[N:23][CH:24]=[C:25]([CH2:28][O:29][CH2:30][CH2:31][N:32]4[CH2:36][CH2:35][CH2:34][CH2:33]4)[CH:26]=3)[N:21](COCC[Si](C)(C)C)[CH:20]=2)[CH:18]=1)[C:4]([NH:6][CH2:7][C:8]([F:11])([F:10])[F:9])=[O:5].[F-].[Cs+], predict the reaction product. (2) The product is: [CH3:18][C@@H:15]1[CH2:16][CH2:17][C@H:12]([N:1]2[CH2:6][CH2:5][NH:4][CH2:3][CH2:2]2)[CH2:13][CH2:14]1. Given the reactants [NH:1]1[CH2:6][CH2:5][NH:4][CH2:3][CH2:2]1.CS(O[CH:12]1[CH2:17][CH2:16][CH:15]([CH3:18])[CH2:14][CH2:13]1)(=O)=O, predict the reaction product. (3) Given the reactants [OH:1][C:2]1[C:9]([O:10]C)=[CH:8][C:5]([C:6]#[N:7])=[C:4]([C:12]2[CH:21]=[CH:20][C:19]3[C:14](=[CH:15][CH:16]=[C:17]([O:22]C)[CH:18]=3)[CH:13]=2)[C:3]=1[C:24]#[N:25].BrC1C(C#N)=C(O)C(OC)=CC=1C#N.COC1C=C2C(=CC=1)C=C(B(O)O)C=C2, predict the reaction product. The product is: [OH:1][C:2]1[C:9]([OH:10])=[CH:8][C:5]([C:6]#[N:7])=[C:4]([C:12]2[CH:21]=[CH:20][C:19]3[C:14](=[CH:15][CH:16]=[C:17]([OH:22])[CH:18]=3)[CH:13]=2)[C:3]=1[C:24]#[N:25]. (4) Given the reactants Cl[CH2:2][C:3]([CH3:5])=[O:4].[F:6][C:7]1[CH:8]=[C:9]([OH:17])[CH:10]=[C:11]([S:13]([CH3:16])(=[O:15])=[O:14])[CH:12]=1.C(=O)([O-])[O-].[K+].[K+].O, predict the reaction product. The product is: [F:6][C:7]1[CH:8]=[C:9]([CH:10]=[C:11]([S:13]([CH3:16])(=[O:14])=[O:15])[CH:12]=1)[O:17][CH2:2][C:3](=[O:4])[CH3:5]. (5) Given the reactants [Br:1][C:2]1[CH:3]=[CH:4][C:5]([N:15]2[CH2:24][C:23]([CH3:26])([CH3:25])[C:22]3[C:17](=[C:18]([C:27](O)=[O:28])[CH:19]=[CH:20][CH:21]=3)[CH2:16]2)=[N:6][C:7]=1[C:8]([O:10][C:11]([CH3:14])([CH3:13])[CH3:12])=[O:9].[S:30]1[C:34]2[CH:35]=[CH:36][CH:37]=[CH:38][C:33]=2[N:32]=[C:31]1[NH2:39].Cl.C(N=C=NCCCN(C)C)C.O.ON1C2C=CC=CC=2N=N1.CN1CCOCC1, predict the reaction product. The product is: [S:30]1[C:34]2[CH:35]=[CH:36][CH:37]=[CH:38][C:33]=2[N:32]=[C:31]1[NH:39][C:27]([C:18]1[CH:19]=[CH:20][CH:21]=[C:22]2[C:17]=1[CH2:16][N:15]([C:5]1[N:6]=[C:7]([C:8]([O:10][C:11]([CH3:12])([CH3:14])[CH3:13])=[O:9])[C:2]([Br:1])=[CH:3][CH:4]=1)[CH2:24][C:23]2([CH3:25])[CH3:26])=[O:28]. (6) The product is: [C:2]([C:3]1[S:14][C:15](=[NH:16])[N:8]([CH2:9][C:10]([CH3:13])([OH:12])[CH3:11])[CH:4]=1)([CH3:7])([CH3:6])[CH3:1]. Given the reactants [CH3:1][C:2]([CH3:7])([CH3:6])[CH2:3][CH:4]=O.[NH2:8][CH2:9][C:10]([CH3:13])([OH:12])[CH3:11].[S-:14][C:15]#[N:16].[K+].II, predict the reaction product. (7) Given the reactants [Cl:1][C:2]1[CH:3]=[C:4]([C:12]2[S:16][C:15](=[N:17][NH2:18])[NH:14][N:13]=2)[CH:5]=[CH:6][C:7]=1[O:8][CH:9]([CH3:11])[CH3:10].[C:19]([CH:22]1[C:27](=O)[CH2:26][CH2:25][N:24]([C:29]([O:31][C:32]([CH3:35])([CH3:34])[CH3:33])=[O:30])[CH2:23]1)(=O)[CH3:20], predict the reaction product. The product is: [Cl:1][C:2]1[CH:3]=[C:4]([C:12]2[S:16][C:15]([N:17]3[C:19]([CH3:20])=[C:22]4[CH2:23][N:24]([C:29]([O:31][C:32]([CH3:34])([CH3:33])[CH3:35])=[O:30])[CH2:25][CH2:26][C:27]4=[N:18]3)=[N:14][N:13]=2)[CH:5]=[CH:6][C:7]=1[O:8][CH:9]([CH3:11])[CH3:10].